Dataset: Catalyst prediction with 721,799 reactions and 888 catalyst types from USPTO. Task: Predict which catalyst facilitates the given reaction. Reactant: [OH:1][C:2]1[CH:7]=[CH:6][C:5]([N:8]2[C:13](=[O:14])[C:12]([CH2:15][C:16]3[CH:21]=[CH:20][C:19]([C:22]4[C:23]([C:28]#[N:29])=[CH:24][CH:25]=[CH:26][CH:27]=4)=[CH:18][CH:17]=3)=[C:11]([CH2:30][CH2:31][CH3:32])[N:10]=[C:9]2[CH3:33])=[CH:4][CH:3]=1.I[CH2:35][CH2:36][CH3:37].C(=O)([O-])[O-].[Cs+].[Cs+].C(OCC)(=O)C. Product: [CH3:33][C:9]1[N:8]([C:5]2[CH:4]=[CH:3][C:2]([O:1][CH2:35][CH2:36][CH3:37])=[CH:7][CH:6]=2)[C:13](=[O:14])[C:12]([CH2:15][C:16]2[CH:21]=[CH:20][C:19]([C:22]3[C:23]([C:28]#[N:29])=[CH:24][CH:25]=[CH:26][CH:27]=3)=[CH:18][CH:17]=2)=[C:11]([CH2:30][CH2:31][CH3:32])[N:10]=1. The catalyst class is: 35.